Dataset: CYP3A4 inhibition data for predicting drug metabolism from PubChem BioAssay. Task: Regression/Classification. Given a drug SMILES string, predict its absorption, distribution, metabolism, or excretion properties. Task type varies by dataset: regression for continuous measurements (e.g., permeability, clearance, half-life) or binary classification for categorical outcomes (e.g., BBB penetration, CYP inhibition). Dataset: cyp3a4_veith. (1) The molecule is CNC[C@H](O)c1ccc(O)c(O)c1. The result is 0 (non-inhibitor). (2) The result is 1 (inhibitor). The compound is Cc1ccc(NC(=O)/C(=C\c2cccc([N+](=O)[O-])c2)NC(=O)c2cccs2)cc1. (3) The molecule is Cn1cccc1C(=O)N1CCC2(CC1)CN(C(=O)Nc1cccc(C#N)c1)C2. The result is 0 (non-inhibitor). (4) The molecule is Cc1nc(S(=O)(=O)N2CCOCC2)c(C#N)c(C)c1Cl. The result is 0 (non-inhibitor). (5) The molecule is O=C1COc2ccc(OCc3ccc(F)cc3)cc21. The result is 0 (non-inhibitor). (6) The compound is COC(=O)C/C=C\[C@@H](C)[C@@H](/C=N\OC[C@@H](C)[C@H](OCc1ccccc1)C(C)C)NS(=O)(=O)c1ccc(C)cc1. The result is 1 (inhibitor).